Dataset: Catalyst prediction with 721,799 reactions and 888 catalyst types from USPTO. Task: Predict which catalyst facilitates the given reaction. (1) Reactant: [H-].[Na+].[F:3][C:4]([CH3:10])([CH3:9])[C:5](OC)=[O:6].[C:11](#[N:13])[CH3:12].Cl. Product: [F:3][C:4]([CH3:10])([CH3:9])[C:5](=[O:6])[CH2:12][C:11]#[N:13]. The catalyst class is: 20. (2) Reactant: O.[OH-].[Li+].[CH3:4][C:5]1[O:9][C:8]([C:10]2[CH:15]=[CH:14][CH:13]=[CH:12][CH:11]=2)=[N:7][C:6]=1[CH2:16][O:17][C:18]1[CH:39]=[CH:38][C:21]([CH2:22][O:23]/[N:24]=[C:25](/[C:32]2[CH:37]=[CH:36][CH:35]=[CH:34][CH:33]=2)\[CH2:26][C:27]([O:29]CC)=[O:28])=[CH:20][CH:19]=1.O.Cl. Product: [CH3:4][C:5]1[O:9][C:8]([C:10]2[CH:11]=[CH:12][CH:13]=[CH:14][CH:15]=2)=[N:7][C:6]=1[CH2:16][O:17][C:18]1[CH:39]=[CH:38][C:21]([CH2:22][O:23][N:24]=[C:25]([C:32]2[CH:33]=[CH:34][CH:35]=[CH:36][CH:37]=2)[CH2:26][C:27]([OH:29])=[O:28])=[CH:20][CH:19]=1. The catalyst class is: 7. (3) Reactant: [O:1]=[C:2]1[NH:7][N:6]=[CH:5][C:4]([C:8]([NH:10][C@@:11]2([C:16]([OH:18])=O)[CH2:15][CH2:14][O:13][CH2:12]2)=[O:9])=[CH:3]1.[NH2:19][CH2:20][C:21]1[N:26]=[CH:25][C:24]([NH:27][C:28]2[CH:33]=[CH:32][C:31]([Cl:34])=[CH:30][C:29]=2[C:35]([F:38])([F:37])[F:36])=[CH:23][C:22]=1[F:39].CN(C(ON1N=NC2C=CC=CC1=2)=[N+](C)C)C.[B-](F)(F)(F)F.C(N(CC)CC)C. Product: [Cl:34][C:31]1[CH:32]=[CH:33][C:28]([NH:27][C:24]2[CH:23]=[C:22]([F:39])[C:21]([CH2:20][NH:19][C:16]([C@:11]3([NH:10][C:8]([C:4]4[CH:5]=[N:6][NH:7][C:2](=[O:1])[CH:3]=4)=[O:9])[CH2:15][CH2:14][O:13][CH2:12]3)=[O:18])=[N:26][CH:25]=2)=[C:29]([C:35]([F:37])([F:38])[F:36])[CH:30]=1. The catalyst class is: 118. (4) Reactant: [Si:1]([O:8][C@@H:9]([C@H:14]1[CH2:18][O:17][C:16]([CH3:20])([CH3:19])[N:15]1[C:21]([O:23][C:24]([CH3:27])([CH3:26])[CH3:25])=[O:22])[C@@H:10]([CH3:13])[CH2:11]O)([C:4]([CH3:7])([CH3:6])[CH3:5])([CH3:3])[CH3:2].CC(OC(/N=N/C(OC(C)C)=O)=O)C.C1C=CC(P(C2C=CC=CC=2)C2C=CC=CC=2)=CC=1.C1C=CC(OP(OC2C=CC=CC=2)([N:70]=[N+:71]=[N-:72])=O)=CC=1. Product: [N:70]([CH2:11][C@H:10]([CH3:13])[C@H:9]([C@H:14]1[CH2:18][O:17][C:16]([CH3:20])([CH3:19])[N:15]1[C:21]([O:23][C:24]([CH3:27])([CH3:26])[CH3:25])=[O:22])[O:8][Si:1]([C:4]([CH3:7])([CH3:6])[CH3:5])([CH3:3])[CH3:2])=[N+:71]=[N-:72]. The catalyst class is: 1. (5) Reactant: [F:1][C:2]1[CH:3]=[C:4]([O:18][CH3:19])[CH:5]=[C:6]2[C:11]=1[NH:10][CH:9]=[C:8]([C:12]([O:14][CH2:15][CH3:16])=[O:13])[C:7]2=O.P(Br)(Br)[Br:21].C(=O)(O)[O-].[Na+]. Product: [Br:21][C:7]1[C:6]2[C:11](=[C:2]([F:1])[CH:3]=[C:4]([O:18][CH3:19])[CH:5]=2)[N:10]=[CH:9][C:8]=1[C:12]([O:14][CH2:15][CH3:16])=[O:13]. The catalyst class is: 18. (6) Reactant: C([Cu])#N.[Li+].[Br-].[Br-].[CH2:7]([Zn+])[C:8]1[CH:13]=[CH:12][CH:11]=[CH:10][CH:9]=1.[F:15][C:16]1[CH:17]=[C:18]([CH:22]=[C:23]([F:26])[C:24]=1[F:25])[C:19](Cl)=[O:20]. Product: [C:8]1([CH2:7][C:19]([C:18]2[CH:22]=[C:23]([F:26])[C:24]([F:25])=[C:16]([F:15])[CH:17]=2)=[O:20])[CH:13]=[CH:12][CH:11]=[CH:10][CH:9]=1. The catalyst class is: 1.